Dataset: Full USPTO retrosynthesis dataset with 1.9M reactions from patents (1976-2016). Task: Predict the reactants needed to synthesize the given product. (1) Given the product [CH2:10]([O:9][C:1]([C:2]1([C:3]([O:5][CH2:6][CH3:7])=[O:4])[CH2:19][C:18]([O:23][CH3:24])([O:21][CH3:22])[CH2:17]1)=[O:8])[CH3:11], predict the reactants needed to synthesize it. The reactants are: [C:1]([O:9][CH2:10][CH3:11])(=[O:8])[CH2:2][C:3]([O:5][CH2:6][CH3:7])=[O:4].[H-].[Na+].[H][H].Br[CH2:17][C:18]([O:23][CH3:24])([O:21][CH3:22])[CH2:19]Br.[Cl-].[NH4+]. (2) Given the product [N:67]1([C:65]2[CH:64]=[C:63]([C:73]3[N:78]=[C:77]([C:79]4([OH:83])[CH2:82][CH2:81][CH2:80]4)[CH:76]=[CH:75][CH:74]=3)[CH:62]=[C:61]([NH:60][C:50]3[N:55]=[C:54]([C:56]([F:59])([F:58])[F:57])[CH:53]=[CH:52][N:51]=3)[CH:66]=2)[CH2:72][CH2:71][O:70][CH2:69][CH2:68]1, predict the reactants needed to synthesize it. The reactants are: CC1(C)C2C(=C(P(C3C=CC=CC=3)C3C=CC=CC=3)C=CC=2)OC2C(P(C3C=CC=CC=3)C3C=CC=CC=3)=CC=CC1=2.C(=O)([O-])[O-].[Cs+].[Cs+].Cl[C:50]1[N:55]=[C:54]([C:56]([F:59])([F:58])[F:57])[CH:53]=[CH:52][N:51]=1.[NH2:60][C:61]1[CH:62]=[C:63]([C:73]2[N:78]=[C:77]([C:79]3([OH:83])[CH2:82][CH2:81][CH2:80]3)[CH:76]=[CH:75][CH:74]=2)[CH:64]=[C:65]([N:67]2[CH2:72][CH2:71][O:70][CH2:69][CH2:68]2)[CH:66]=1. (3) Given the product [F:1][C:2]([F:11])([F:12])[C:3]1[CH:8]=[C:7]([CH:6]=[CH:5][C:4]=1[O:9][CH3:10])[CH:25]=[O:26], predict the reactants needed to synthesize it. The reactants are: [F:1][C:2]([F:12])([F:11])[C:3]1[CH:8]=[CH:7][CH:6]=[CH:5][C:4]=1[O:9][CH3:10].C1N2CN3CN(C2)CN1C3.FC(F)(F)[C:25](O)=[O:26].